Dataset: Peptide-MHC class II binding affinity with 134,281 pairs from IEDB. Task: Regression. Given a peptide amino acid sequence and an MHC pseudo amino acid sequence, predict their binding affinity value. This is MHC class II binding data. (1) The peptide sequence is SPKARSERPAIVPPA. The MHC is HLA-DQA10301-DQB10302 with pseudo-sequence HLA-DQA10301-DQB10302. The binding affinity (normalized) is 0.293. (2) The peptide sequence is ATAAAAAAVDRGDPP. The MHC is HLA-DQA10501-DQB10201 with pseudo-sequence HLA-DQA10501-DQB10201. The binding affinity (normalized) is 0.400. (3) The peptide sequence is QDHQEEICEVVLAKS. The MHC is DRB3_0202 with pseudo-sequence DRB3_0202. The binding affinity (normalized) is 0. (4) The peptide sequence is INEPTAAAIAYGLDR. The MHC is DRB3_0202 with pseudo-sequence DRB3_0202. The binding affinity (normalized) is 0.0698. (5) The binding affinity (normalized) is 0.612. The peptide sequence is EKKYFAATQDEPLAA. The MHC is DRB1_0101 with pseudo-sequence DRB1_0101. (6) The peptide sequence is TRRFLPQILAECARRHHHHHH. The MHC is HLA-DQA10201-DQB10301 with pseudo-sequence HLA-DQA10201-DQB10301. The binding affinity (normalized) is 0.